This data is from Full USPTO retrosynthesis dataset with 1.9M reactions from patents (1976-2016). The task is: Predict the reactants needed to synthesize the given product. Given the product [F:1][C:2]1[CH:7]=[CH:6][C:5]([CH2:8][C:9](=[O:11])[CH2:15][CH3:16])=[CH:4][C:3]=1[N+:12]([O-:14])=[O:13], predict the reactants needed to synthesize it. The reactants are: [F:1][C:2]1[CH:7]=[CH:6][C:5]([CH2:8][C:9]([OH:11])=O)=[CH:4][C:3]=1[N+:12]([O-:14])=[O:13].[C:15](OC(=O)CC)(=O)[CH2:16]C.CN1C=CN=C1.